Dataset: Ames mutagenicity test results for genotoxicity prediction. Task: Regression/Classification. Given a drug SMILES string, predict its toxicity properties. Task type varies by dataset: regression for continuous values (e.g., LD50, hERG inhibition percentage) or binary classification for toxic/non-toxic outcomes (e.g., AMES mutagenicity, cardiotoxicity, hepatotoxicity). Dataset: ames. (1) The drug is COc1ccc([N+](=O)[O-])cc1N=Nc1c(O)c(C(=O)Nc2cccc([N+](=O)[O-])c2)cc2ccccc12. The result is 1 (mutagenic). (2) The compound is COc1ccc(C)cc1N. The result is 1 (mutagenic). (3) The molecule is CCN(CC)c1ccc(-c2ccc(-c3ccc(N(CC)CC)cc3)cc2)cc1. The result is 1 (mutagenic). (4) The molecule is O=C1CCC(=O)N1c1ccc(Cl)c(Cl)c1. The result is 0 (non-mutagenic).